This data is from NCI-60 drug combinations with 297,098 pairs across 59 cell lines. The task is: Regression. Given two drug SMILES strings and cell line genomic features, predict the synergy score measuring deviation from expected non-interaction effect. (1) Drug 1: C1=CC(=CC=C1CCCC(=O)O)N(CCCl)CCCl. Drug 2: CCN(CC)CCNC(=O)C1=C(NC(=C1C)C=C2C3=C(C=CC(=C3)F)NC2=O)C. Cell line: SF-268. Synergy scores: CSS=25.1, Synergy_ZIP=-9.00, Synergy_Bliss=-6.09, Synergy_Loewe=-10.7, Synergy_HSA=-10.7. (2) Drug 1: C1CCC(C1)C(CC#N)N2C=C(C=N2)C3=C4C=CNC4=NC=N3. Drug 2: CN(C)N=NC1=C(NC=N1)C(=O)N. Cell line: SK-MEL-5. Synergy scores: CSS=-13.8, Synergy_ZIP=6.38, Synergy_Bliss=4.50, Synergy_Loewe=-19.2, Synergy_HSA=-13.2. (3) Drug 1: CN1CCC(CC1)COC2=C(C=C3C(=C2)N=CN=C3NC4=C(C=C(C=C4)Br)F)OC. Drug 2: CC1OCC2C(O1)C(C(C(O2)OC3C4COC(=O)C4C(C5=CC6=C(C=C35)OCO6)C7=CC(=C(C(=C7)OC)O)OC)O)O. Cell line: IGROV1. Synergy scores: CSS=58.6, Synergy_ZIP=1.41, Synergy_Bliss=1.57, Synergy_Loewe=1.55, Synergy_HSA=6.21. (4) Drug 1: C1=CC(=C2C(=C1NCCNCCO)C(=O)C3=C(C=CC(=C3C2=O)O)O)NCCNCCO. Drug 2: C1=NC(=NC(=O)N1C2C(C(C(O2)CO)O)O)N. Cell line: HT29. Synergy scores: CSS=35.8, Synergy_ZIP=7.27, Synergy_Bliss=6.78, Synergy_Loewe=3.78, Synergy_HSA=8.12. (5) Drug 2: CC(C)(C#N)C1=CC(=CC(=C1)CN2C=NC=N2)C(C)(C)C#N. Synergy scores: CSS=0.960, Synergy_ZIP=-4.95, Synergy_Bliss=-10.6, Synergy_Loewe=-9.95, Synergy_HSA=-9.81. Cell line: SK-OV-3. Drug 1: C1=CC(=CC=C1CCCC(=O)O)N(CCCl)CCCl.